Dataset: Forward reaction prediction with 1.9M reactions from USPTO patents (1976-2016). Task: Predict the product of the given reaction. Given the reactants [NH2:1][C:2]1[CH:11]=[C:10]([Cl:12])[C:9]([Br:13])=[CH:8][C:3]=1[C:4](OC)=[O:5].[NH2:14][CH:15]=O, predict the reaction product. The product is: [Br:13][C:9]1[CH:8]=[C:3]2[C:2](=[CH:11][C:10]=1[Cl:12])[N:1]=[CH:15][N:14]=[C:4]2[OH:5].